Dataset: Full USPTO retrosynthesis dataset with 1.9M reactions from patents (1976-2016). Task: Predict the reactants needed to synthesize the given product. (1) Given the product [O:1]=[S:2]1(=[O:25])[CH2:6][CH2:5][CH2:4][N:3]1[C:7]1[CH:8]=[C:9]([C:13]2[N:21]3[C:16]([CH:17]=[N:18][C:19]([NH:36][C:35]4[CH:37]=[CH:38][CH:39]=[C:33]([N:30]5[CH2:29][CH2:28][N:27]([CH3:26])[CH2:32][CH2:31]5)[CH:34]=4)=[N:20]3)=[CH:15][CH:14]=2)[CH:10]=[CH:11][CH:12]=1, predict the reactants needed to synthesize it. The reactants are: [O:1]=[S:2]1(=[O:25])[CH2:6][CH2:5][CH2:4][N:3]1[C:7]1[CH:8]=[C:9]([C:13]2[N:21]3[C:16]([CH:17]=[N:18][C:19](S(C)=O)=[N:20]3)=[CH:15][CH:14]=2)[CH:10]=[CH:11][CH:12]=1.[CH3:26][N:27]1[CH2:32][CH2:31][N:30]([C:33]2[CH:34]=[C:35]([CH:37]=[CH:38][CH:39]=2)[NH2:36])[CH2:29][CH2:28]1. (2) Given the product [F:1][C:2]1[CH:7]=[CH:6][C:5]([NH:8][C:9]([NH:26][C:23]2[CH:24]=[CH:25][C:20]([CH:16]([N:11]3[CH:15]=[CH:14][N:13]=[CH:12]3)[CH:17]([CH3:19])[CH3:18])=[CH:21][CH:22]=2)=[O:10])=[CH:4][CH:3]=1, predict the reactants needed to synthesize it. The reactants are: [F:1][C:2]1[CH:7]=[CH:6][C:5]([N:8]=[C:9]=[O:10])=[CH:4][CH:3]=1.[N:11]1([CH:16]([C:20]2[CH:25]=[CH:24][C:23]([NH2:26])=[CH:22][CH:21]=2)[CH:17]([CH3:19])[CH3:18])[CH:15]=[CH:14][N:13]=[CH:12]1. (3) The reactants are: [NH:1]1[CH2:6][CH2:5][CH:4]([NH:7][C:8]([C:10]2[C:14]3[N:15]=[CH:16][N:17]=[C:18]([C:19]4[CH:24]=[CH:23][C:22]([O:25][CH3:26])=[CH:21][C:20]=4[O:27][CH2:28][CH:29]4[CH2:31][CH2:30]4)[C:13]=3[NH:12][CH:11]=2)=[O:9])[CH2:3][CH2:2]1.[C:32](Cl)(=[O:34])[CH3:33]. Given the product [C:32]([N:1]1[CH2:2][CH2:3][CH:4]([NH:7][C:8]([C:10]2[C:14]3[N:15]=[CH:16][N:17]=[C:18]([C:19]4[CH:24]=[CH:23][C:22]([O:25][CH3:26])=[CH:21][C:20]=4[O:27][CH2:28][CH:29]4[CH2:30][CH2:31]4)[C:13]=3[NH:12][CH:11]=2)=[O:9])[CH2:5][CH2:6]1)(=[O:34])[CH3:33], predict the reactants needed to synthesize it. (4) The reactants are: [N+:1]([C:4]1[CH:5]=[CH:6][C:7]([CH2:10][OH:11])=[N:8][CH:9]=1)([O-:3])=[O:2].N1C=CN=C1.[CH3:17][C:18]([Si:21](Cl)([CH3:23])[CH3:22])([CH3:20])[CH3:19]. Given the product [Si:21]([O:11][CH2:10][C:7]1[CH:6]=[CH:5][C:4]([N+:1]([O-:3])=[O:2])=[CH:9][N:8]=1)([C:18]([CH3:20])([CH3:19])[CH3:17])([CH3:23])[CH3:22], predict the reactants needed to synthesize it. (5) Given the product [F:1][C:2]1[CH:7]=[CH:6][C:5]([C:8]2[O:29][C:11]3=[N:12][C:13]([N:22]([CH3:27])[S:23]([CH3:26])(=[O:24])=[O:25])=[C:14]([CH2:16][CH2:17][CH2:18][C:19]([N:39]4[CH2:40][CH2:41][CH2:42][C@H:38]4[C:36]([O:35][CH3:34])=[O:37])=[O:20])[CH:15]=[C:10]3[C:9]=2[C:30](=[O:33])[NH:31][CH3:32])=[CH:4][CH:3]=1, predict the reactants needed to synthesize it. The reactants are: [F:1][C:2]1[CH:7]=[CH:6][C:5]([C:8]2[O:29][C:11]3=[N:12][C:13]([N:22]([CH2:27]C)[S:23]([CH3:26])(=[O:25])=[O:24])=[C:14]([CH2:16][CH2:17][CH2:18][C:19](O)=[O:20])[CH:15]=[C:10]3[C:9]=2[C:30](=[O:33])[NH:31][CH3:32])=[CH:4][CH:3]=1.[CH3:34][O:35][C:36]([C@@H:38]1[CH2:42][CH2:41][CH2:40][NH:39]1)=[O:37].CN(C(ON1N=NC2C=CC=NC1=2)=[N+](C)C)C.F[P-](F)(F)(F)(F)F.CCN(C(C)C)C(C)C. (6) Given the product [CH:3]([N:4]1[CH2:5][CH2:6][NH:1][C:18](=[O:19])[CH2:17]1)([CH3:21])[CH3:2], predict the reactants needed to synthesize it. The reactants are: [N:1]1(C(OCC2C=CC=CC=2)=O)[CH2:6][CH2:5][NH:4][CH2:3][CH2:2]1.[CH3:17][C:18](C)=[O:19].[C:21](O[BH-](OC(=O)C)OC(=O)C)(=O)C.[Na+]. (7) Given the product [C:43]([O:47][C:48]([N:50]1[CH2:54][CH2:53][CH2:52][CH:51]1[C:55]([O:57][CH2:23][C:22]([C:9]1[CH:10]=[CH:11][C:12]2[C:13]3[C:4](=[CH:3][C:2]([Br:1])=[CH:15][CH:14]=3)[CH2:5][CH2:6][C:7]=2[CH:8]=1)=[O:24])=[O:56])=[O:49])([CH3:46])([CH3:44])[CH3:45], predict the reactants needed to synthesize it. The reactants are: [Br:1][C:2]1[CH:15]=[CH:14][C:13]2[C:12]3[C:7](=[CH:8][C:9](Br)=[CH:10][CH:11]=3)[CH2:6][CH2:5][C:4]=2[CH:3]=1.C([Sn](CCCC)(CCCC)[C:22]([O:24]CC)=[CH2:23])CCC.C1C(=O)N(Br)C(=O)C1.[C:43]([O:47][C:48]([N:50]1[CH2:54][CH2:53][CH2:52][CH:51]1[C:55]([OH:57])=[O:56])=[O:49])([CH3:46])([CH3:45])[CH3:44].CCN(C(C)C)C(C)C.